Dataset: Forward reaction prediction with 1.9M reactions from USPTO patents (1976-2016). Task: Predict the product of the given reaction. Given the reactants [Cl:1][C:2]1[C:3]([C:23]2[N:27]3[CH:28]=[CH:29][CH:30]=[CH:31][C:26]3=[N:25][CH:24]=2)=[N:4][C:5]([NH:8][C:9]2[CH:14]=[CH:13][C:12]([O:15][C@@H:16]3[CH2:20][CH2:19][NH:18][CH2:17]3)=[CH:11][C:10]=2[O:21][CH3:22])=[N:6][CH:7]=1.[C:32](OC(=O)C)(=[O:34])[CH3:33], predict the reaction product. The product is: [Cl:1][C:2]1[C:3]([C:23]2[N:27]3[CH:28]=[CH:29][CH:30]=[CH:31][C:26]3=[N:25][CH:24]=2)=[N:4][C:5]([NH:8][C:9]2[CH:14]=[CH:13][C:12]([O:15][C@@H:16]3[CH2:20][CH2:19][N:18]([C:32](=[O:34])[CH3:33])[CH2:17]3)=[CH:11][C:10]=2[O:21][CH3:22])=[N:6][CH:7]=1.